From a dataset of Retrosynthesis with 50K atom-mapped reactions and 10 reaction types from USPTO. Predict the reactants needed to synthesize the given product. (1) Given the product CN(C)C1(c2ccccc2)CCC(=CC(=O)N2CCC(c3c[nH]c4ccccc34)C2)CC1, predict the reactants needed to synthesize it. The reactants are: CN(C)C1(c2ccccc2)CCC(=CC(=O)O)CC1.c1ccc2c(C3CCNC3)c[nH]c2c1. (2) Given the product CNC(=O)c1cccc(F)c1Nc1nc(Nc2ccc3c(c2)OCCCN3)ncc1Cl, predict the reactants needed to synthesize it. The reactants are: CNC(=O)c1cccc(F)c1Nc1nc(Cl)ncc1Cl.Nc1ccc2c(c1)OCCCN2. (3) Given the product C#Cc1cc(Nc2ncnc3cnc(NC(=O)CP(=O)(OCC)OCC)cc23)ccc1F, predict the reactants needed to synthesize it. The reactants are: C#Cc1cc(Nc2ncnc3cnc(N)cc23)ccc1F.CCOP(=O)(CC(=O)O)OCC. (4) Given the product CCN(CC)CCNC(=O)c1cc(C)c(C=C2C(=O)Nc3cccc(-c4cccc(Br)c4)c32)[nH]1, predict the reactants needed to synthesize it. The reactants are: CCN(CC)CCNC(=O)c1cc(C)c(C=O)[nH]1.O=C1Cc2c(cccc2-c2cccc(Br)c2)N1. (5) Given the product O=[N+]([O-])c1cccc2[nH]c(-n3ccnc3)nc12, predict the reactants needed to synthesize it. The reactants are: O=[N+]([O-])c1cccc2[nH]c(Cl)nc12.c1c[nH]cn1. (6) Given the product O=Cc1c(-c2ccccc2)[nH]c2ccccc12, predict the reactants needed to synthesize it. The reactants are: CN(C)C=O.c1ccc(-c2cc3ccccc3[nH]2)cc1.